From a dataset of Reaction yield outcomes from USPTO patents with 853,638 reactions. Predict the reaction yield, written as a fraction of the theoretical maximum amount of product (1.0 means a 100% yield; for example, 0.34 means a 34% yield). (1) The reactants are [Cl:1][C:2]1[CH:21]=[CH:20][C:5]([C:6]([C@H:8]2[CH2:12][CH2:11][CH2:10][N:9]2[C:13]([O:15][C:16]([CH3:19])([CH3:18])[CH3:17])=[O:14])=[O:7])=[CH:4][C:3]=1[F:22].CCC(C)[BH-](C(C)CC)C(C)CC.[Li+]. The catalyst is C1COCC1. The product is [Cl:1][C:2]1[CH:21]=[CH:20][C:5]([C@@H:6]([OH:7])[C@H:8]2[CH2:12][CH2:11][CH2:10][N:9]2[C:13]([O:15][C:16]([CH3:17])([CH3:19])[CH3:18])=[O:14])=[CH:4][C:3]=1[F:22]. The yield is 0.600. (2) The reactants are Br[C:2]1[N:3]=[CH:4][C:5]([O:32][CH3:33])=[C:6]2[C:10]([C:11](=[O:31])[C:12]([N:14]3[CH2:19][CH2:18][N:17]([C:20]4[N:24]([C:25]5[CH:30]=[CH:29][CH:28]=[CH:27][N:26]=5)[N:23]=[N:22][N:21]=4)[CH2:16][CH2:15]3)=[O:13])=[CH:9][NH:8][C:7]=12.CC1(C)C(C)(C)OB([C:42]2[CH:47]=[CH:46][C:45]([N:48]3[CH2:53][CH2:52][N:51]([C:54]([O:56][C:57]([CH3:60])([CH3:59])[CH3:58])=[O:55])[CH2:50][CH2:49]3)=[CH:44][CH:43]=2)O1.C([O-])([O-])=O.[Na+].[Na+]. The catalyst is O.O1CCOCC1.C1C=CC(P(C2C=CC=CC=2)[C-]2C=CC=C2)=CC=1.C1C=CC(P(C2C=CC=CC=2)[C-]2C=CC=C2)=CC=1.Cl[Pd]Cl.[Fe+2].C(Cl)Cl. The product is [CH3:33][O:32][C:5]1[CH:4]=[N:3][C:2]([C:42]2[CH:43]=[CH:44][C:45]([N:48]3[CH2:49][CH2:50][N:51]([C:54]([O:56][C:57]([CH3:60])([CH3:59])[CH3:58])=[O:55])[CH2:52][CH2:53]3)=[CH:46][CH:47]=2)=[C:7]2[NH:8][CH:9]=[C:10]([C:11](=[O:31])[C:12](=[O:13])[N:14]3[CH2:15][CH2:16][N:17]([C:20]4[N:24]([C:25]5[CH:30]=[CH:29][CH:28]=[CH:27][N:26]=5)[N:23]=[N:22][N:21]=4)[CH2:18][CH2:19]3)[C:6]=12. The yield is 0.620. (3) The reactants are [CH2:1]([O:8][N:9]=[C:10]1[C:18]2([CH2:23][CH2:22][CH2:21][CH2:20][CH2:19]2)[C:17]2[C:12](=[CH:13][CH:14]=[C:15](Br)[CH:16]=2)[NH:11]1)[C:2]1[CH:7]=[CH:6][CH:5]=[CH:4][CH:3]=1.[F:25][C:26]1[CH:31]=[CH:30][C:29](B(O)O)=[CH:28][CH:27]=1.CCCCCC. The catalyst is C(OCC)(=O)C. The product is [CH2:1]([O:8][N:9]=[C:10]1[C:18]2([CH2:23][CH2:22][CH2:21][CH2:20][CH2:19]2)[C:17]2[C:12](=[CH:13][CH:14]=[C:15]([C:29]3[CH:30]=[CH:31][C:26]([F:25])=[CH:27][CH:28]=3)[CH:16]=2)[NH:11]1)[C:2]1[CH:7]=[CH:6][CH:5]=[CH:4][CH:3]=1. The yield is 0.670. (4) The reactants are CN(C(ON1N=NC2C=CC=NC1=2)=[N+](C)C)C.F[P-](F)(F)(F)(F)F.[NH2:25][CH2:26][C:27]1[C:28]([F:44])=[C:29]([O:34][C:35]2[CH:36]=[C:37]([CH:40]=[C:41]([Cl:43])[CH:42]=2)[C:38]#[N:39])[C:30]([Cl:33])=[CH:31][CH:32]=1.[CH3:45][C:46]1[C:47]([C:51](O)=[O:52])=[N:48][NH:49][N:50]=1.CCN(C(C)C)C(C)C. The catalyst is CN(C=O)C. The product is [Cl:33][C:30]1[CH:31]=[CH:32][C:27]([CH2:26][NH:25][C:51]([C:47]2[C:46]([CH3:45])=[N:50][NH:49][N:48]=2)=[O:52])=[C:28]([F:44])[C:29]=1[O:34][C:35]1[CH:36]=[C:37]([C:38]#[N:39])[CH:40]=[C:41]([Cl:43])[CH:42]=1. The yield is 0.280. (5) The reactants are [CH2:1]([O:3][C:4](=[O:17])[CH2:5][CH:6]([CH3:16])[C:7]([C:9]1[CH:14]=[CH:13][C:12]([OH:15])=[CH:11][CH:10]=1)=[O:8])[CH3:2].Br[CH2:19][CH2:20][CH2:21][Cl:22].C([O-])([O-])=O.[K+].[K+]. The product is [CH2:1]([O:3][C:4](=[O:17])[CH2:5][CH:6]([CH3:16])[C:7]([C:9]1[CH:10]=[CH:11][C:12]([O:15][CH2:19][CH2:20][CH2:21][Cl:22])=[CH:13][CH:14]=1)=[O:8])[CH3:2]. The catalyst is CC(C)=O. The yield is 0.560.